Dataset: Reaction yield outcomes from USPTO patents with 853,638 reactions. Task: Predict the reaction yield, written as a fraction of the theoretical maximum amount of product (1.0 means a 100% yield; for example, 0.34 means a 34% yield). (1) The reactants are C(O[C:4]1[C:8]([O:9][CH2:10][CH3:11])=[N:7][S:6](=[O:12])[N:5]=1)C.[C:13]([O:17][C:18](=[O:29])[C@H:19]([CH2:21][C:22]1[CH:27]=[CH:26][C:25]([OH:28])=[CH:24][CH:23]=1)[NH2:20])([CH3:16])([CH3:15])[CH3:14]. The catalyst is C(O)C. The product is [C:13]([O:17][C:18](=[O:29])[C@H:19]([CH2:21][C:22]1[CH:27]=[CH:26][C:25]([OH:28])=[CH:24][CH:23]=1)[NH:20][C:4]1[C:8]([O:9][CH2:10][CH3:11])=[N:7][S:6](=[O:12])[N:5]=1)([CH3:16])([CH3:14])[CH3:15]. The yield is 0.880. (2) The reactants are [C:1]([O:5][C:6]([N:8]1[C@@H:12]([CH2:13][CH2:14][C:15]2[CH:20]=[CH:19][C:18]([NH2:21])=[CH:17][CH:16]=2)[CH2:11][O:10][C:9]1([CH3:23])[CH3:22])=[O:7])([CH3:4])([CH3:3])[CH3:2].Br[C:25]1[CH:30]=[CH:29][C:28]([Cl:31])=[CH:27][CH:26]=1.C(=O)([O-])[O-].[Cs+].[Cs+]. The catalyst is O1CCOCC1. The product is [C:1]([O:5][C:6]([N:8]1[C@@H:12]([CH2:13][CH2:14][C:15]2[CH:16]=[CH:17][C:18]([NH:21][C:25]3[CH:30]=[CH:29][C:28]([Cl:31])=[CH:27][CH:26]=3)=[CH:19][CH:20]=2)[CH2:11][O:10][C:9]1([CH3:23])[CH3:22])=[O:7])([CH3:4])([CH3:2])[CH3:3]. The yield is 0.570. (3) The reactants are [CH2:1]([N:8]1[C:13](=[O:14])[CH:12]=[C:11]([C:15]2[CH:20]=[CH:19][C:18]([Cl:21])=[CH:17][CH:16]=2)[C:10](O)=[N:9]1)[C:2]1[CH:7]=[CH:6][CH:5]=[CH:4][CH:3]=1.P(Cl)(Cl)([Cl:25])=O. No catalyst specified. The product is [CH2:1]([N:8]1[C:13](=[O:14])[CH:12]=[C:11]([C:15]2[CH:20]=[CH:19][C:18]([Cl:21])=[CH:17][CH:16]=2)[C:10]([Cl:25])=[N:9]1)[C:2]1[CH:7]=[CH:6][CH:5]=[CH:4][CH:3]=1. The yield is 0.690.